This data is from Peptide-MHC class II binding affinity with 134,281 pairs from IEDB. The task is: Regression. Given a peptide amino acid sequence and an MHC pseudo amino acid sequence, predict their binding affinity value. This is MHC class II binding data. (1) The peptide sequence is GAVFLGFLGAAGSTMG. The MHC is HLA-DQA10501-DQB10301 with pseudo-sequence HLA-DQA10501-DQB10301. The binding affinity (normalized) is 0.367. (2) The peptide sequence is RPTAWFLPSIRAANV. The binding affinity (normalized) is 0.523. The MHC is DRB3_0301 with pseudo-sequence DRB3_0301. (3) The MHC is HLA-DQA10301-DQB10302 with pseudo-sequence HLA-DQA10301-DQB10302. The peptide sequence is PDDPRNWAGVTSVSI. The binding affinity (normalized) is 0.397. (4) The peptide sequence is HYPLHLRYYRITYGE. The MHC is DRB1_0802 with pseudo-sequence DRB1_0802. The binding affinity (normalized) is 0.629.